Dataset: Catalyst prediction with 721,799 reactions and 888 catalyst types from USPTO. Task: Predict which catalyst facilitates the given reaction. Reactant: [CH:1]1([CH2:7][CH2:8][CH2:9][C@@H:10]([C:19]2[O:23][N:22]=[C:21]([C:24]([N:26]([CH3:34])[CH2:27][C:28]3[CH:33]=[CH:32][CH:31]=[CH:30][N:29]=3)=[O:25])[N:20]=2)[CH2:11][C:12]([O:14]C(C)(C)C)=[O:13])[CH2:6][CH2:5][CH2:4][CH2:3][CH2:2]1.FC(F)(F)C(O)=O. Product: [CH:1]1([CH2:7][CH2:8][CH2:9][C@@H:10]([C:19]2[O:23][N:22]=[C:21]([C:24]([N:26]([CH3:34])[CH2:27][C:28]3[CH:33]=[CH:32][CH:31]=[CH:30][N:29]=3)=[O:25])[N:20]=2)[CH2:11][C:12]([OH:14])=[O:13])[CH2:6][CH2:5][CH2:4][CH2:3][CH2:2]1. The catalyst class is: 4.